Dataset: Forward reaction prediction with 1.9M reactions from USPTO patents (1976-2016). Task: Predict the product of the given reaction. (1) Given the reactants C[O:2][C:3](=[O:24])[C:4]1[CH:9]=[C:8]([C:10]2[S:11][CH:12]=[C:13]([C:15]3[CH:20]=[CH:19][C:18]([Cl:21])=[C:17]([Cl:22])[CH:16]=3)[N:14]=2)[CH:7]=[CH:6][C:5]=1Br.[CH3:25][O:26][C:27]1[CH:32]=[CH:31][CH:30]=[CH:29][C:28]=1B(O)O, predict the reaction product. The product is: [Cl:22][C:17]1[CH:16]=[C:15]([C:13]2[N:14]=[C:10]([C:8]3[CH:9]=[C:4]([C:3]([OH:2])=[O:24])[C:5]([C:28]4[CH:29]=[CH:30][CH:31]=[CH:32][C:27]=4[O:26][CH3:25])=[CH:6][CH:7]=3)[S:11][CH:12]=2)[CH:20]=[CH:19][C:18]=1[Cl:21]. (2) The product is: [Cl:1][C:2]1[CH:10]=[CH:9][C:8]([C:27]2[C:28]([C@@H:39]([NH:49][C:50](=[O:56])[O:51][C:52]([CH3:55])([CH3:54])[CH3:53])[CH2:40][C:41]3[CH:46]=[C:45]([F:47])[CH:44]=[C:43]([F:48])[CH:42]=3)=[N:29][C:30]([C:33]#[C:34][C:35]([OH:38])([CH3:36])[CH3:37])=[CH:31][CH:32]=2)=[C:7]2[C:3]=1[C:4]([NH:21][S:22]([CH3:25])(=[O:23])=[O:24])=[N:5][N:6]2[CH3:20]. Given the reactants [Cl:1][C:2]1[CH:10]=[CH:9][C:8](B2OC(C)(C)C(C)(C)O2)=[C:7]2[C:3]=1[C:4]([NH:21][S:22]([CH3:25])(=[O:24])=[O:23])=[N:5][N:6]2[CH3:20].Br[C:27]1[C:28]([C@@H:39]([NH:49][C:50](=[O:56])[O:51][C:52]([CH3:55])([CH3:54])[CH3:53])[CH2:40][C:41]2[CH:46]=[C:45]([F:47])[CH:44]=[C:43]([F:48])[CH:42]=2)=[N:29][C:30]([C:33]#[C:34][C:35]([OH:38])([CH3:37])[CH3:36])=[CH:31][CH:32]=1.C(=O)(O)[O-].[Na+], predict the reaction product. (3) The product is: [Br:20][C:5]1[C:6]2[C:11](=[CH:10][CH:9]=[CH:8][CH:7]=2)[C:2]([OH:1])=[C:3]([C:13]#[N:14])[C:4]=1[CH3:12]. Given the reactants [OH:1][C:2]1[C:11]2[C:6](=[CH:7][CH:8]=[CH:9][CH:10]=2)[CH:5]=[C:4]([CH3:12])[C:3]=1[C:13]#[N:14].C(=O)(O)[O-].[Na+].[Br:20]Br, predict the reaction product.